From a dataset of Forward reaction prediction with 1.9M reactions from USPTO patents (1976-2016). Predict the product of the given reaction. (1) Given the reactants [OH-:1].[Na+].C1N=C(N)[C:6]2[N:11]=[CH:10][N:9]([C@@H:12]3O[C@H](COP(OP(OC[C@H]4O[C@@H](N5C=C(C(N)=O)CC=C5)[C@H](O)[C@@H]4O)(O)=O)(O)=O)[C@@H](O)[C@H]3O)[C:7]=2[N:8]=1.[N-]=[N+]=[N-].[Na+].[CH2:51]([NH:55][CH2:56]O)[C:52]([O-])=[O:53].[Na+], predict the reaction product. The product is: [N:11]1([C:52](=[O:53])[C:51]2[NH:55][CH:56]=[N:8][C:7]=2[N:9]([CH3:12])[C:10]1=[O:1])[CH3:6]. (2) The product is: [Br:7][C:8]1[C:13]2[CH:14]=[C:15]([CH2:17][OH:18])[S:16][C:12]=2[CH:11]=[CH:10][CH:9]=1. Given the reactants B.C1COCC1.[Br:7][C:8]1[C:13]2[CH:14]=[C:15]([C:17](O)=[O:18])[S:16][C:12]=2[CH:11]=[CH:10][CH:9]=1.Cl.B, predict the reaction product. (3) The product is: [CH2:1]=[CH2:2].[CH2:12]=[CH:13][CH3:14].[CH:1]([CH:3]1[CH2:8][CH:7]2[CH2:9][CH:4]1[CH:5]=[CH:6]2)=[CH2:2]. Given the reactants [CH:1]([CH:3]1[CH2:8][CH:7]2[CH2:9][CH:4]1[CH:5]=[CH:6]2)=[CH2:2].C=C.[CH2:12]=[CH:13][CH3:14].Cl, predict the reaction product. (4) Given the reactants [NH:1]1[CH2:7][CH2:6][CH2:5][NH:4][CH2:3][CH2:2]1.[C:8](=[O:11])([O-])[O-:9].[Cs+].[Cs+].C1(P(C2C=CC=CC=2)[C:21]2C=CC3[C:23](=CC=CC=3)[C:22]=2[C:31]2C3C(=CC=CC=3)C=CC=2P(C2C=CC=CC=2)C2C=CC=CC=2)C=CC=CC=1.FC(F)(F)S(O[C:66]1[CH:75]=[CH:74][CH:73]=[C:72]2[C:67]=1[CH:68]=[CH:69][C:70]([CH3:76])=[N:71]2)(=O)=O, predict the reaction product. The product is: [C:22]([O:9][C:8]([N:1]1[CH2:7][CH2:6][CH2:5][N:4]([C:66]2[CH:75]=[CH:74][CH:73]=[C:72]3[C:67]=2[CH:68]=[CH:69][C:70]([CH3:76])=[N:71]3)[CH2:3][CH2:2]1)=[O:11])([CH3:31])([CH3:23])[CH3:21].